From a dataset of Forward reaction prediction with 1.9M reactions from USPTO patents (1976-2016). Predict the product of the given reaction. (1) Given the reactants Br.[OH:2][C:3]1[CH:8]=[CH:7][C:6]([C@@H:9]([NH2:11])[CH3:10])=[CH:5][CH:4]=1.[C:12]([O-])([OH:14])=[O:13].[Na+].Cl[C:18](OCC1C=CC=CC=1)=O, predict the reaction product. The product is: [CH2:9]([NH:11][C:12](=[O:13])[OH:14])[C:6]1[CH:7]=[CH:8][CH:3]=[CH:4][CH:5]=1.[CH3:18][O:2][C:3]1[CH:8]=[CH:7][C:6]([C@@H:9]([NH2:11])[CH3:10])=[CH:5][CH:4]=1. (2) Given the reactants [Cl:1][C:2]1[C:3]([O:12][C:13]2[CH:18]=[C:17]([O:19][CH2:20][CH2:21][O:22][CH3:23])[CH:16]=[CH:15][C:14]=2[CH2:24][OH:25])=[N:4][CH:5]=[C:6]([C:8]([F:11])([F:10])[F:9])[CH:7]=1.C(N(CC)C(C)C)(C)C.[Cl:35][C:36]1[CH:41]=[CH:40][C:39]([S:42]([N:45]=[C:46]=[O:47])(=[O:44])=[O:43])=[CH:38][CH:37]=1.[Cl-].[NH4+], predict the reaction product. The product is: [Cl:35][C:36]1[CH:37]=[CH:38][C:39]([S:42]([NH:45][C:46](=[O:47])[O:25][CH2:24][C:14]2[CH:15]=[CH:16][C:17]([O:19][CH2:20][CH2:21][O:22][CH3:23])=[CH:18][C:13]=2[O:12][C:3]2[C:2]([Cl:1])=[CH:7][C:6]([C:8]([F:9])([F:11])[F:10])=[CH:5][N:4]=2)(=[O:43])=[O:44])=[CH:40][CH:41]=1.